From a dataset of Experimentally validated miRNA-target interactions with 360,000+ pairs, plus equal number of negative samples. Binary Classification. Given a miRNA mature sequence and a target amino acid sequence, predict their likelihood of interaction. (1) The miRNA is mmu-miR-103-3p with sequence AGCAGCAUUGUACAGGGCUAUGA. The protein sequence of the target gene is MATGTDQVVGLGLVAVSLIIFTYYTAWVILLPFIDSQHVIHKYFLPRAYAVAIPLAAGLLLLLFVGLFISYVMLKTKRVTKKAQ. Result: 0 (no interaction). (2) The miRNA is mmu-miR-3083-5p with sequence AGGCUGGGAAUAUUUCAGAGAU. The protein sequence of the target gene is MAMQEKYPTEGISHVTSPSSDVIQKGSSLGTEWQTPVISEPFRSRFSRCSSVADSGDTAIGTSCSDIAEDFCSSSGSPPFQPIKSHVTIPTAHVMPSTLGTSPAKPNSTPVGPSSSKLPLSGLAESVGMTRNGDLGAMKHSPGLSRDLMYFSGATGENGIEQSWFPAVGHERQEEARKFDIPSMESTLNQSAMMETLYSDPHHRVRFHNPRTSTSKELYRVLPEAKKAPGSGAVFERNGPHSNSSGVLPLGLQPAPGLSKPLPSQVWQPSPDTWHPREQSCELSTCRQQLELIRLQMEQM.... Result: 0 (no interaction). (3) The miRNA is mmu-miR-324-3p with sequence CCACUGCCCCAGGUGCUGCU. The protein sequence of the target gene is MSAEREAAEAATVAAATEAGAETGTGAGEGAPSQPPTVEVASDPQPPPAPEASASASAPPLRCLVLTGFGGYDKVKLQSRPAVPPAPGPGQLTLRVRACGLNFADLMGRQGLYDRLPPLPVTPGMEGAGVVVAVGEGVGDRKAGDRVMVLNRSGMWQEEVTVPSAQTFLMPEAMTFEEAAALLVNYITAYMVLFDFGNLRPGHSVLVHMAAGGVGMAALQLCRTVENVTVFGTASASKHEVLKENGVTHPIDYHTTDYVDEIKKISPKGVDIVMDPLGGSDTAKGYHLLKPMGKVVTYGM.... Result: 1 (interaction). (4) The miRNA is hsa-miR-16-5p with sequence UAGCAGCACGUAAAUAUUGGCG. The protein sequence of the target gene is MASRWWRWRRGCSWKPAARSPGPGSPGRAGPLGPSAAAEVRAQVHRRKGLDLSQIPYINLVKHLTSACPNVCRISRFHHTTPDSKTHSGEKYTDPFKLGWRDLKGLYEDIRKELLISTSELKEMSEYYFDGKGKAFRPIIVALMARACNIHHNNSRHVQASQRAIALIAEMIHTASLVHDDVIDDASSRRGKHTVNKIWGEKKAVLAGDLILSAASIALARIGNTTVISILTQVIEDLVRGEFLQLGSKENENERFAHYLEKTFKKTASLIANSCKAVSVLGCPDPVVHEIAYQYGKNVG.... Result: 0 (no interaction).